From a dataset of Buchwald-Hartwig C-N cross coupling reaction yields with 55,370 reactions. Predict the reaction yield, written as a fraction of the theoretical maximum amount of product (1.0 means a 100% yield; for example, 0.34 means a 34% yield). (1) The reactants are CCc1ccc(I)cc1.Cc1ccc(N)cc1.O=S(=O)(O[Pd]1c2ccccc2-c2ccccc2N~1)C(F)(F)F.CC(C)c1cc(C(C)C)c(-c2ccccc2P(C2CCCCC2)C2CCCCC2)c(C(C)C)c1.CCN=P(N=P(N(C)C)(N(C)C)N(C)C)(N(C)C)N(C)C.Cc1ccon1. No catalyst specified. The product is CCc1ccc(Nc2ccc(C)cc2)cc1. The yield is 0.657. (2) The reactants are Brc1cccnc1.Cc1ccc(N)cc1.O=S(=O)(O[Pd]1c2ccccc2-c2ccccc2N~1)C(F)(F)F.COc1ccc(OC)c(P([C@]23C[C@H]4C[C@H](C[C@H](C4)C2)C3)[C@]23C[C@H]4C[C@H](C[C@H](C4)C2)C3)c1-c1c(C(C)C)cc(C(C)C)cc1C(C)C.CN1CCCN2CCCN=C12.CCOC(=O)c1cc(OC)no1. No catalyst specified. The product is Cc1ccc(Nc2cccnc2)cc1. The yield is 0.642. (3) The reactants are Clc1ccccn1.Cc1ccc(N)cc1.O=S(=O)(O[Pd]1c2ccccc2-c2ccccc2N~1)C(F)(F)F.COc1ccc(OC)c(P([C@]23C[C@H]4C[C@H](C[C@H](C4)C2)C3)[C@]23C[C@H]4C[C@H](C[C@H](C4)C2)C3)c1-c1c(C(C)C)cc(C(C)C)cc1C(C)C.CN(C)C(=NC(C)(C)C)N(C)C.c1ccc(-c2ccno2)cc1. No catalyst specified. The product is Cc1ccc(Nc2ccccn2)cc1. The yield is 0.246. (4) The reactants are Brc1ccccn1.Cc1ccc(N)cc1.O=S(=O)(O[Pd]1c2ccccc2-c2ccccc2N~1)C(F)(F)F.CC(C)c1cc(C(C)C)c(-c2ccccc2P(C2CCCCC2)C2CCCCC2)c(C(C)C)c1.CN(C)C(=NC(C)(C)C)N(C)C.CCOC(=O)c1ccon1. No catalyst specified. The product is Cc1ccc(Nc2ccccn2)cc1. The yield is 0.494. (5) The reactants are Ic1ccccn1.Cc1ccc(N)cc1.O=S(=O)(O[Pd]1c2ccccc2-c2ccccc2N~1)C(F)(F)F.COc1ccc(OC)c(P([C@]23C[C@H]4C[C@H](C[C@H](C4)C2)C3)[C@]23C[C@H]4C[C@H](C[C@H](C4)C2)C3)c1-c1c(C(C)C)cc(C(C)C)cc1C(C)C.CN1CCCN2CCCN=C12.c1ccc2nocc2c1. No catalyst specified. The product is Cc1ccc(Nc2ccccn2)cc1. The yield is 0.790.